This data is from Reaction yield outcomes from USPTO patents with 853,638 reactions. The task is: Predict the reaction yield, written as a fraction of the theoretical maximum amount of product (1.0 means a 100% yield; for example, 0.34 means a 34% yield). (1) The yield is 0.630. The reactants are [Cl:1][C:2]1[N:7]=[C:6]([Cl:8])[CH:5]=[C:4]([Cl:9])[N:3]=1.C(N(C(C)C)CC)(C)C.[F:19][C:20]1[CH:26]=[CH:25][C:23]([NH2:24])=[CH:22][C:21]=1[C:27]([F:30])([F:29])[F:28]. The catalyst is O1CCOCC1.CCOCC.O. The product is [Cl:1][C:2]1[N:3]=[C:4]([NH:24][C:23]2[CH:25]=[CH:26][C:20]([F:19])=[C:21]([C:27]([F:30])([F:28])[F:29])[CH:22]=2)[CH:5]=[C:6]([Cl:8])[N:7]=1.[Cl:9][C:4]1[CH:5]=[C:6]([Cl:8])[N:7]=[C:2]([NH:24][C:23]2[CH:25]=[CH:26][C:20]([F:19])=[C:21]([C:27]([F:30])([F:28])[F:29])[CH:22]=2)[N:3]=1. (2) The reactants are [OH:1][C:2]1[CH:11]=[CH:10][C:5]([C:6]([O:8][CH3:9])=[O:7])=[CH:4][C:3]=1[C:12]1[NH:13][CH:14]=[CH:15][N:16]=1.Br[CH2:18][CH2:19]Br. No catalyst specified. The product is [N:16]1[CH:15]=[CH:14][N:13]2[C:12]=1[C:3]1[CH:4]=[C:5]([C:6]([O:8][CH3:9])=[O:7])[CH:10]=[CH:11][C:2]=1[O:1][CH2:19][CH2:18]2. The yield is 0.760. (3) The reactants are [Li]CCCC.C(NC(C)C)(C)C.[S:13]1[CH:17]=[CH:16][C:15]2[C:18]([C:22]([OH:24])=[O:23])=[CH:19][CH:20]=[CH:21][C:14]1=2.[B:25](OC(C)C)([O:30]C(C)C)[O:26]C(C)C. The catalyst is C1COCC1. The product is [C:22]([C:18]1[C:15]2[CH:16]=[C:17]([B:25]([OH:30])[OH:26])[S:13][C:14]=2[CH:21]=[CH:20][CH:19]=1)([OH:24])=[O:23]. The yield is 0.960. (4) The reactants are [NH2:1][CH2:2][CH2:3][CH2:4][OH:5].[CH:6](=O)[C:7]1[CH:12]=[CH:11][CH:10]=[CH:9][CH:8]=1.[BH4-].[Na+]. The catalyst is CO. The product is [CH2:6]([NH:1][CH2:2][CH2:3][CH2:4][OH:5])[C:7]1[CH:12]=[CH:11][CH:10]=[CH:9][CH:8]=1. The yield is 0.980. (5) The reactants are [CH3:1][N:2]1[C:11]2[C:6](=[CH:7][CH:8]=[CH:9][C:10]=2[O:12]C)[CH:5]=[CH:4][C:3]1=[O:14]. The catalyst is Br.C(O)(=O)C. The product is [OH:12][C:10]1[CH:9]=[CH:8][CH:7]=[C:6]2[C:11]=1[N:2]([CH3:1])[C:3](=[O:14])[CH:4]=[CH:5]2. The yield is 0.820. (6) The reactants are [CH3:1][C:2]1[S:6][C:5]([C:7](Cl)=[O:8])=[CH:4][CH:3]=1.[NH2:10][C:11]1[S:12][C:13]2[C:19]([N:20]3[CH2:25][CH2:24][O:23][CH2:22][CH2:21]3)=[CH:18][CH:17]=[C:16]([O:26][CH3:27])[C:14]=2[N:15]=1. No catalyst specified. The product is [CH3:27][O:26][C:16]1[C:14]2[N:15]=[C:11]([NH:10][C:7]([C:5]3[S:6][C:2]([CH3:1])=[CH:3][CH:4]=3)=[O:8])[S:12][C:13]=2[C:19]([N:20]2[CH2:25][CH2:24][O:23][CH2:22][CH2:21]2)=[CH:18][CH:17]=1. The yield is 0.970. (7) The reactants are Br[C:2]1[C:7]2[S:8][C:9]([C:11]3[C:16]([Cl:17])=[CH:15][CH:14]=[CH:13][C:12]=3[Cl:18])=[N:10][C:6]=2[CH:5]=[CH:4][N:3]=1.[C:19]([NH2:22])(=[O:21])[CH3:20].CC1(C)C2C(=C(P(C3C=CC=CC=3)C3C=CC=CC=3)C=CC=2)OC2C(P(C3C=CC=CC=3)C3C=CC=CC=3)=CC=CC1=2.C([O-])([O-])=O.[Cs+].[Cs+]. The catalyst is O1CCOCC1.C1C=CC(/C=C/C(/C=C/C2C=CC=CC=2)=O)=CC=1.C1C=CC(/C=C/C(/C=C/C2C=CC=CC=2)=O)=CC=1.C1C=CC(/C=C/C(/C=C/C2C=CC=CC=2)=O)=CC=1.[Pd].[Pd]. The product is [Cl:18][C:12]1[CH:13]=[CH:14][CH:15]=[C:16]([Cl:17])[C:11]=1[C:9]1[S:8][C:7]2[C:2]([NH:22][C:19](=[O:21])[CH3:20])=[N:3][CH:4]=[CH:5][C:6]=2[N:10]=1. The yield is 0.440.